From a dataset of Full USPTO retrosynthesis dataset with 1.9M reactions from patents (1976-2016). Predict the reactants needed to synthesize the given product. (1) Given the product [CH2:1]([N:3]([C:6]1[CH:7]=[CH:8][C:9]([C:12]#[CH:13])=[CH:10][CH:11]=1)[CH2:4][CH3:5])[CH3:2], predict the reactants needed to synthesize it. The reactants are: [CH2:1]([N:3]([C:6]1[CH:11]=[CH:10][C:9]([C:12]#[C:13][Si](C)(C)C)=[CH:8][CH:7]=1)[CH2:4][CH3:5])[CH3:2].C([O-])([O-])=O.[K+].[K+].CO. (2) Given the product [N:1]1([CH2:5][CH2:6][N:7]2[CH:11]=[C:10]([C:48]3[CH:53]=[CH:52][N:51]=[C:50]([CH3:54])[CH:49]=3)[N:9]=[C:8]2[CH:22]2[CH2:23][CH2:24][N:25]([C:28]3[N:33]=[CH:32][N:31]=[C:30]([NH2:34])[C:29]=3[CH2:35][CH3:36])[CH2:26][CH2:27]2)[CH2:2][CH2:3][CH2:4]1, predict the reactants needed to synthesize it. The reactants are: [N:1]1([CH2:5][CH2:6][N:7]2[CH:11]=[C:10](C3C=NC=C(C(F)(F)F)C=3)[N:9]=[C:8]2[CH:22]2[CH2:27][CH2:26][N:25]([C:28]3[N:33]=[CH:32][N:31]=[C:30]([NH2:34])[C:29]=3[CH2:35][CH3:36])[CH2:24][CH2:23]2)[CH2:4][CH2:3][CH2:2]1.N1(CCN2C=C([C:48]3[CH:53]=[CH:52][N:51]=[C:50]([CH3:54])[CH:49]=3)N=C2C2CCNCC2)CCC1.